Dataset: Reaction yield outcomes from USPTO patents with 853,638 reactions. Task: Predict the reaction yield, written as a fraction of the theoretical maximum amount of product (1.0 means a 100% yield; for example, 0.34 means a 34% yield). The reactants are [NH2:1][C:2]1[CH:3]=[N:4][CH:5]=[CH:6][C:7]=1[N:8]1[CH2:13][C@H:12]([C:14]([F:17])([F:16])[F:15])[CH2:11][C@H:10]([NH:18][C:19](=[O:25])[O:20][C:21]([CH3:24])([CH3:23])[CH3:22])[CH2:9]1.[C:26]([O:30][C:31]([NH:33][C:34]1[O:42][C:41]2[C:36](=[N:37][CH:38]=[C:39]([CH:43]3[CH2:48][CH2:47][O:46][CH2:45][CH2:44]3)[CH:40]=2)[C:35]=1[C:49](O)=[O:50])=[O:32])([CH3:29])([CH3:28])[CH3:27].CN(C(ON1N=NC2C=CC=NC1=2)=[N+](C)C)C.F[P-](F)(F)(F)(F)F.CCN(C(C)C)C(C)C. The catalyst is ClCCCl. The product is [C:26]([O:30][C:31]([NH:33][C:34]1[O:42][C:41]2[C:36](=[N:37][CH:38]=[C:39]([CH:43]3[CH2:44][CH2:45][O:46][CH2:47][CH2:48]3)[CH:40]=2)[C:35]=1[C:49]([NH:1][C:2]1[CH:3]=[N:4][CH:5]=[CH:6][C:7]=1[N:8]1[CH2:13][C@H:12]([C:14]([F:16])([F:15])[F:17])[CH2:11][C@H:10]([NH:18][C:19](=[O:25])[O:20][C:21]([CH3:22])([CH3:24])[CH3:23])[CH2:9]1)=[O:50])=[O:32])([CH3:29])([CH3:27])[CH3:28]. The yield is 0.460.